Regression. Given two drug SMILES strings and cell line genomic features, predict the synergy score measuring deviation from expected non-interaction effect. From a dataset of NCI-60 drug combinations with 297,098 pairs across 59 cell lines. (1) Drug 2: CC(C)CN1C=NC2=C1C3=CC=CC=C3N=C2N. Drug 1: COC1=CC(=CC(=C1O)OC)C2C3C(COC3=O)C(C4=CC5=C(C=C24)OCO5)OC6C(C(C7C(O6)COC(O7)C8=CC=CS8)O)O. Cell line: NCI-H522. Synergy scores: CSS=28.9, Synergy_ZIP=-8.99, Synergy_Bliss=2.17, Synergy_Loewe=-7.57, Synergy_HSA=1.11. (2) Drug 1: CCC1=C2CN3C(=CC4=C(C3=O)COC(=O)C4(CC)O)C2=NC5=C1C=C(C=C5)O. Drug 2: C1C(C(OC1N2C=NC3=C2NC=NCC3O)CO)O. Cell line: MOLT-4. Synergy scores: CSS=76.6, Synergy_ZIP=10.7, Synergy_Bliss=9.83, Synergy_Loewe=-42.9, Synergy_HSA=10.2. (3) Drug 1: C1=CC(=CC=C1CC(C(=O)O)N)N(CCCl)CCCl.Cl. Drug 2: CCC1(C2=C(COC1=O)C(=O)N3CC4=CC5=C(C=CC(=C5CN(C)C)O)N=C4C3=C2)O.Cl. Cell line: SN12C. Synergy scores: CSS=44.8, Synergy_ZIP=-8.49, Synergy_Bliss=0.0348, Synergy_Loewe=-39.9, Synergy_HSA=1.53.